From a dataset of Full USPTO retrosynthesis dataset with 1.9M reactions from patents (1976-2016). Predict the reactants needed to synthesize the given product. (1) Given the product [Br:1][C:2]1[C:3]([N:23]2[CH2:27][CH2:26][CH2:25][C:24]2=[O:28])=[CH:4][C:5]2[O:9][C:8]([C:10]3[CH:15]=[CH:14][C:13]([F:16])=[CH:12][CH:11]=3)=[C:7]([C:17]([OH:19])=[O:18])[C:6]=2[CH:22]=1, predict the reactants needed to synthesize it. The reactants are: [Br:1][C:2]1[C:3]([N:23]2[CH2:27][CH2:26][CH2:25][C:24]2=[O:28])=[CH:4][C:5]2[O:9][C:8]([C:10]3[CH:15]=[CH:14][C:13]([F:16])=[CH:12][CH:11]=3)=[C:7]([C:17]([O:19]CC)=[O:18])[C:6]=2[CH:22]=1.[Li+].[OH-]. (2) Given the product [Br:30][C:27]1[CH:26]=[CH:25][C:24]([C:8]([C:5]2[CH:6]=[CH:7][C:2]([C:35]3[CH:36]=[CH:37][CH:38]=[C:33]([C:32]([F:43])([F:42])[F:31])[CH:34]=3)=[CH:3][CH:4]=2)=[CH:9][CH2:10][S:11][C:12]2[CH:22]=[CH:21][C:15]([O:16][CH2:17][C:18]([OH:20])=[O:19])=[C:14]([CH3:23])[CH:13]=2)=[CH:29][CH:28]=1, predict the reactants needed to synthesize it. The reactants are: Br[C:2]1[CH:7]=[CH:6][C:5]([C:8]([C:24]2[CH:29]=[CH:28][C:27]([Br:30])=[CH:26][CH:25]=2)=[CH:9][CH2:10][S:11][C:12]2[CH:22]=[CH:21][C:15]([O:16][CH2:17][C:18]([OH:20])=[O:19])=[C:14]([CH3:23])[CH:13]=2)=[CH:4][CH:3]=1.[F:31][C:32]([F:43])([F:42])[C:33]1[CH:34]=[C:35](B(O)O)[CH:36]=[CH:37][CH:38]=1.[F-].[K+]. (3) Given the product [CH2:11]([N:18]1[CH2:23][CH2:22][CH:21]([C:24]([N:8]2[CH2:9][CH2:10][N:5]([C:1]([CH3:4])([CH3:3])[CH3:2])[CH2:6][CH2:7]2)=[O:25])[CH2:20][CH2:19]1)[C:12]1[CH:17]=[CH:16][CH:15]=[CH:14][CH:13]=1, predict the reactants needed to synthesize it. The reactants are: [C:1]([N:5]1[CH2:10][CH2:9][NH:8][CH2:7][CH2:6]1)([CH3:4])([CH3:3])[CH3:2].[CH2:11]([N:18]1[CH2:23][CH2:22][CH:21]([C:24](O)=[O:25])[CH2:20][CH2:19]1)[C:12]1[CH:17]=[CH:16][CH:15]=[CH:14][CH:13]=1.CCN=C=NCCCN(C)C.Cl. (4) Given the product [CH3:22][O:23][C:24]1[N:29]=[C:28]([O:30][CH3:31])[C:27]([CH2:32][NH:1][CH:2]2[CH2:7][CH2:6][CH2:5][CH:4]([NH:8][C:9]3[CH:18]=[C:17]([N:19]([CH3:21])[CH3:20])[C:16]4[C:11](=[CH:12][CH:13]=[CH:14][CH:15]=4)[N:10]=3)[CH2:3]2)=[CH:26][N:25]=1, predict the reactants needed to synthesize it. The reactants are: [NH2:1][CH:2]1[CH2:7][CH2:6][CH2:5][CH:4]([NH:8][C:9]2[CH:18]=[C:17]([N:19]([CH3:21])[CH3:20])[C:16]3[C:11](=[CH:12][CH:13]=[CH:14][CH:15]=3)[N:10]=2)[CH2:3]1.[CH3:22][O:23][C:24]1[N:29]=[C:28]([O:30][CH3:31])[C:27]([CH:32]=O)=[CH:26][N:25]=1.CC(O)=O. (5) Given the product [Br:29][C@H:30]([CH3:34])[C:31]([N:1]1[C:9]2[CH2:8][CH2:7][CH2:6][CH2:5][C:4]=2[CH2:3][C@H:2]1[C:10]([O:12][CH2:13][C:14]1[CH:19]=[CH:18][CH:17]=[CH:16][CH:15]=1)=[O:11])=[O:32], predict the reactants needed to synthesize it. The reactants are: [NH:1]1[C:9]2[CH2:8][CH2:7][CH2:6][CH2:5][C:4]=2[CH2:3][C@H:2]1[C:10]([O:12][CH2:13][C:14]1[CH:19]=[CH:18][CH:17]=[CH:16][CH:15]=1)=[O:11].C(N(C(C)C)CC)(C)C.[Br:29][C@H:30]([CH3:34])[C:31](Cl)=[O:32]. (6) Given the product [O:19]=[C:4]1[NH:5][C:6](=[O:18])[CH2:7][C:8]2([CH2:13][CH2:12][CH2:11][CH2:10][CH2:9]2)[CH2:3]1, predict the reactants needed to synthesize it. The reactants are: C([CH:3]1[C:8]2([CH2:13][CH2:12][CH2:11][CH2:10][CH2:9]2)[CH:7](C(OC)=O)[C:6](=[O:18])[NH:5][C:4]1=[O:19])#N.[OH-].[Na+].Cl. (7) Given the product [ClH:1].[CH2:38]([O:40]/[N:41]=[C:11](\[C:7]1[CH:8]=[CH:9][CH:10]=[C:5]([O:4][C:3]2[CH:17]=[CH:18][C:19]([NH:21][C:22]3[C:23]4[N:30]([CH2:31][CH2:32][O:33][CH2:34][CH2:35][OH:36])[CH:29]=[CH:28][C:24]=4[N:25]=[CH:26][N:27]=3)=[CH:20][C:2]=2[Cl:1])[CH:6]=1)/[C:12]([CH3:14])([CH3:15])[CH3:13])[CH3:39], predict the reactants needed to synthesize it. The reactants are: [Cl:1][C:2]1[CH:20]=[C:19]([NH:21][C:22]2[C:23]3[N:30]([CH2:31][CH2:32][O:33][CH2:34][CH2:35][OH:36])[CH:29]=[CH:28][C:24]=3[N:25]=[CH:26][N:27]=2)[CH:18]=[CH:17][C:3]=1[O:4][C:5]1[CH:6]=[C:7]([C:11](=O)[C:12]([CH3:15])([CH3:14])[CH3:13])[CH:8]=[CH:9][CH:10]=1.Cl.[CH2:38]([O:40][NH2:41])[CH3:39].C([O-])(=O)C.[Na+].Cl.C(OCC)(=O)C.